Predict which catalyst facilitates the given reaction. From a dataset of Catalyst prediction with 721,799 reactions and 888 catalyst types from USPTO. (1) Product: [C:10]([C:9]1([C:4]2[CH:5]=[CH:6][C:7]([Cl:8])=[C:2]([Cl:1])[CH:3]=2)[CH2:43][CH2:42][N:34]([C:35]([O:36][C:37]([CH3:39])([CH3:38])[CH3:40])=[O:41])[CH2:33][CH2:32]1)#[N:11]. The catalyst class is: 3. Reactant: [Cl:1][C:2]1[CH:3]=[C:4]([CH2:9][C:10]#[N:11])[CH:5]=[CH:6][C:7]=1[Cl:8].C1OCCOCCOCCOCCOC1.[H-].[Na+].[Na+].[I-].Cl[CH2:32][CH2:33][N:34]([CH2:42][CH2:43]Cl)[C:35](=[O:41])[O:36][C:37]([CH3:40])([CH3:39])[CH3:38].[NH4+].[Cl-]. (2) Reactant: [C:1]([NH:5][C:6](=[O:35])[C:7]1[CH:12]=[CH:11][CH:10]=[C:9]([O:13][C:14]2[CH:19]=[CH:18][C:17]([NH:20][C:21]3[C:31]4[CH:30]=[C:29]([CH:32]=O)[CH2:28][CH2:27][NH:26][C:25]=4[N:24]=[CH:23][N:22]=3)=[CH:16][C:15]=2[Cl:34])[CH:8]=1)([CH3:4])([CH3:3])[CH3:2].[F:36][CH:37]([F:40])[CH2:38][NH2:39].C(O[BH-](OC(=O)C)OC(=O)C)(=O)C.[Na+].C(=O)(O)[O-].[Na+]. Product: [C:1]([NH:5][C:6](=[O:35])[C:7]1[CH:12]=[CH:11][CH:10]=[C:9]([O:13][C:14]2[CH:19]=[CH:18][C:17]([NH:20][C:21]3[C:31]4[CH:30]=[C:29]([CH2:32][NH:39][CH2:38][CH:37]([F:40])[F:36])[CH2:28][CH2:27][NH:26][C:25]=4[N:24]=[CH:23][N:22]=3)=[CH:16][C:15]=2[Cl:34])[CH:8]=1)([CH3:4])([CH3:2])[CH3:3]. The catalyst class is: 7. (3) Reactant: [NH:1]1[CH:5]=[C:4]([C:6]2[CH:11]=[C:10]([C:12]([NH2:14])=[O:13])[CH:9]=[CH:8][N:7]=2)[N:3]=[CH:2]1.[CH2:15]([O:17][C:18]1[CH:23]=[CH:22][CH:21]=[CH:20][C:19]=1[CH2:24][CH2:25]OS(C)(=O)=O)[CH3:16].C([O-])([O-])=O.[K+].[K+]. Product: [CH2:15]([O:17][C:18]1[CH:23]=[CH:22][CH:21]=[CH:20][C:19]=1[CH2:24][CH2:25][N:1]1[CH:5]=[C:4]([C:6]2[CH:11]=[C:10]([C:12]([NH2:14])=[O:13])[CH:9]=[CH:8][N:7]=2)[N:3]=[CH:2]1)[CH3:16]. The catalyst class is: 3. (4) Reactant: [OH:1][C:2]1[C:11]([OH:12])=[CH:10][C:9]2[C:4](=[CH:5][CH:6]=[CH:7][CH:8]=2)[CH:3]=1.[N+:13]([O-])([OH:15])=[O:14]. Product: [N+:13]([C:8]1[CH:7]=[CH:6][CH:5]=[C:4]2[C:9]=1[CH:10]=[C:11]([OH:12])[C:2]([OH:1])=[CH:3]2)([O-:15])=[O:14]. The catalyst class is: 152. (5) Reactant: [ClH:1].Cl.[NH2:3][C:4]1[CH:23]=[CH:22][C:7]2[CH:8]=[C:9]([C:11]([NH:13][C@@H:14]3[CH:19]4[CH2:20][CH2:21][N:16]([CH2:17][CH2:18]4)[CH2:15]3)=[O:12])[S:10][C:6]=2[CH:5]=1.[CH3:24][C:25]([CH3:27])=O.C(O)(=O)C.C(O[BH-](OC(=O)C)OC(=O)C)(=O)C.[Na+]. Product: [ClH:1].[ClH:1].[N:16]12[CH2:21][CH2:20][CH:19]([CH2:18][CH2:17]1)[C@@H:14]([NH:13][C:11]([C:9]1[S:10][C:6]3[CH:5]=[C:4]([NH:3][CH:25]([CH3:27])[CH3:24])[CH:23]=[CH:22][C:7]=3[CH:8]=1)=[O:12])[CH2:15]2. The catalyst class is: 26.